From a dataset of Reaction yield outcomes from USPTO patents with 853,638 reactions. Predict the reaction yield, written as a fraction of the theoretical maximum amount of product (1.0 means a 100% yield; for example, 0.34 means a 34% yield). (1) The reactants are [H-].[Na+].[I:3][C:4]1[NH:5][CH:6]=[CH:7][N:8]=1.Br[CH2:10][C:11]1([C:21]2[CH:26]=[CH:25][C:24]([F:27])=[CH:23][C:22]=2[F:28])[CH:13]([C:14]2[CH:19]=[CH:18][CH:17]=[CH:16][C:15]=2[Cl:20])[O:12]1. The catalyst is CN(C=O)C.O. The product is [Cl:20][C:15]1[CH:16]=[CH:17][CH:18]=[CH:19][C:14]=1[CH:13]1[O:12][C:11]1([CH2:10][N:5]1[CH:6]=[CH:7][N:8]=[C:4]1[I:3])[C:21]1[CH:26]=[CH:25][C:24]([F:27])=[CH:23][C:22]=1[F:28]. The yield is 0.720. (2) The reactants are [F:1][C:2]1[CH:3]=[C:4]([CH:6]=[CH:7][C:8]=1[N+:9]([O-:11])=[O:10])[NH2:5].[Br:12]Br.[OH-].[Na+]. The catalyst is CC(O)=O.C(Cl)(Cl)Cl. The product is [Br:12][C:6]1[CH:7]=[C:8]([N+:9]([O-:11])=[O:10])[C:2]([F:1])=[CH:3][C:4]=1[NH2:5]. The yield is 0.900.